Dataset: Full USPTO retrosynthesis dataset with 1.9M reactions from patents (1976-2016). Task: Predict the reactants needed to synthesize the given product. (1) Given the product [CH2:3]([O:25][C:24]([C:23]1[C:17]2[O:16][B:15]([OH:27])[C@@H:14]([NH:13][C:11](=[O:12])[CH2:10][C:6]3[CH:5]=[C:4]4[C:9](=[CH:8][CH:7]=3)[CH2:1][NH:2][CH2:3]4)[CH2:19][C:18]=2[CH:20]=[CH:21][CH:22]=1)=[O:26])[CH2:4][CH2:5][CH3:6], predict the reactants needed to synthesize it. The reactants are: [CH2:1]1[C:9]2[C:4](=[CH:5][C:6]([CH2:10][C:11]([NH:13][CH:14]3[CH2:19][C:18]4[CH:20]=[CH:21][CH:22]=[C:23]([C:24]([OH:26])=[O:25])[C:17]=4[O:16][B:15]3[OH:27])=[O:12])=[CH:7][CH:8]=2)[CH2:3][NH:2]1. (2) Given the product [C:1]([N:4]([C:8]1[C:16]2[C:11](=[CH:12][C:13]([B:22]3[O:26][C:25]([CH3:28])([CH3:27])[C:24]([CH3:30])([CH3:29])[O:23]3)=[CH:14][C:15]=2[F:17])[N:10]([C:19](=[O:21])[CH3:20])[N:9]=1)[C:5](=[O:7])[CH3:6])(=[O:3])[CH3:2], predict the reactants needed to synthesize it. The reactants are: [C:1]([N:4]([C:8]1[C:16]2[C:11](=[CH:12][C:13](Br)=[CH:14][C:15]=2[F:17])[N:10]([C:19](=[O:21])[CH3:20])[N:9]=1)[C:5](=[O:7])[CH3:6])(=[O:3])[CH3:2].[B:22]1([B:22]2[O:26][C:25]([CH3:28])([CH3:27])[C:24]([CH3:30])([CH3:29])[O:23]2)[O:26][C:25]([CH3:28])([CH3:27])[C:24]([CH3:30])([CH3:29])[O:23]1.C([O-])(=O)C.[K+].C(Cl)Cl. (3) Given the product [F:41][CH:2]([F:1])[C:3]1[N:7]([C:8]2[CH:13]=[C:12]([N:14]3[CH2:15][CH2:16][O:17][CH2:18][CH2:19]3)[N:11]=[C:10]([NH:20][CH2:21][CH:22]3[CH2:27][CH2:26][N:25]([CH:28]4[CH2:32][CH2:31][CH2:30][CH:29]4[CH2:33][OH:34])[CH2:24][CH2:23]3)[N:9]=2)[C:6]2[CH:37]=[CH:38][CH:39]=[CH:40][C:5]=2[N:4]=1, predict the reactants needed to synthesize it. The reactants are: [F:1][CH:2]([F:41])[C:3]1[N:7]([C:8]2[CH:13]=[C:12]([N:14]3[CH2:19][CH2:18][O:17][CH2:16][CH2:15]3)[N:11]=[C:10]([NH:20][CH2:21][CH:22]3[CH2:27][CH2:26][N:25]([CH:28]4[CH2:32][CH2:31][CH2:30][CH:29]4[C:33](OC)=[O:34])[CH2:24][CH2:23]3)[N:9]=2)[C:6]2[CH:37]=[CH:38][CH:39]=[CH:40][C:5]=2[N:4]=1.O1CCCC1.C([Al]CC(C)C)C(C)C.O.O.O.O.O.O.O.O.O.O.S([O-])([O-])(=O)=O.[Na+].[Na+]. (4) Given the product [Br:1][C:2]1[N:3]=[CH:4][N:5]([CH2:7][CH2:8][Br:30])[CH:6]=1, predict the reactants needed to synthesize it. The reactants are: [Br:1][C:2]1[N:3]=[CH:4][N:5]([CH2:7][CH2:8]OC(C2C=CC=CC=2)(C2C=CC=CC=2)C2C=CC=CC=2)[CH:6]=1.Cl.[Br:30]C1N=CN(CCO)C=1.C1(P(C2C=CC=CC=2)C2C=CC=CC=2)C=CC=CC=1.BrN1C(=O)CCC1=O.